From a dataset of Full USPTO retrosynthesis dataset with 1.9M reactions from patents (1976-2016). Predict the reactants needed to synthesize the given product. (1) Given the product [Cl:6][C:7]1[N:8]=[N:9][C:10]([Cl:13])=[CH:11][C:12]=1[CH:14]1[CH2:17][CH2:16][CH2:15]1, predict the reactants needed to synthesize it. The reactants are: S(=O)(=O)(O)O.[Cl:6][C:7]1[N:8]=[N:9][C:10]([Cl:13])=[CH:11][CH:12]=1.[CH:14]1(C(O)=O)[CH2:17][CH2:16][CH2:15]1.S(OOS([O-])(=O)=O)([O-])(=O)=O.[NH4+].[NH4+].N. (2) The reactants are: [CH3:1][C:2]([CH3:10])=[CH:3][C:4]1[CH:9]=[CH:8][CH:7]=[CH:6][N:5]=1. Given the product [CH2:3]([CH:4]1[CH2:9][CH2:8][CH2:7][CH2:6][NH:5]1)[CH:2]([CH3:10])[CH3:1], predict the reactants needed to synthesize it. (3) Given the product [F:27][C:28]1[CH:49]=[CH:48][C:31]([CH2:32][N:33]2[CH2:37][CH2:36][N:35]([C:38]3[S:42][C:41]([C:43]([NH:50][CH2:51][C:52]4[CH:53]=[N:54][CH:55]=[CH:56][CH:57]=4)=[O:45])=[C:40]([CH3:46])[CH:39]=3)[C:34]2=[O:47])=[CH:30][CH:29]=1, predict the reactants needed to synthesize it. The reactants are: CC1C=C(N2CCN(CC3C=CC(C(F)(F)F)=CC=3)C2=O)SC=1C(O)=O.[F:27][C:28]1[CH:49]=[CH:48][C:31]([CH2:32][N:33]2[CH2:37][CH2:36][N:35]([C:38]3[S:42][C:41]([C:43]([OH:45])=O)=[C:40]([CH3:46])[CH:39]=3)[C:34]2=[O:47])=[CH:30][CH:29]=1.[NH2:50][CH2:51][C:52]1[CH:53]=[N:54][CH:55]=[CH:56][CH:57]=1. (4) Given the product [CH:26]1[CH:25]=[CH:24][C:23](=[O:36])/[C:22](=[CH:21]\[NH:20][CH2:15][CH2:14][NH:13]/[CH:12]=[C:9]2\[C:10]([CH:5]=[CH:6][CH:7]=[CH:8]\2)=[O:11])/[CH:27]=1, predict the reactants needed to synthesize it. The reactants are: C([C:5]1[CH:6]=[C:7](C(CCCCCCCCC[Si](OCC)(OCC)C)C([O-])=O)[CH:8]=[C:9](/[CH:12]=[N:13]/[C@@H:14]2CCCC[C@H:15]2/[N:20]=[CH:21]/[C:22]2[CH:27]=[C:26](C(C)(C)C)[CH:25]=[C:24](C(C)(C)C)[C:23]=2[OH:36])[C:10]=1[OH:11])(C)(C)C. (5) Given the product [CH2:25]1[C:33]2[C:28](=[CH:29][C:30]([NH:34][C:13]([CH:14]3[C:15]4[C:16](=[CH:20][CH:21]=[CH:22][CH:23]=4)[C:17](=[O:19])[N:12]([CH2:11][CH2:10][O:9][CH3:8])[CH:6]3[C:2]3[S:1][CH:5]=[CH:4][CH:3]=3)=[O:24])=[CH:31][CH:32]=2)[CH2:27][O:26]1, predict the reactants needed to synthesize it. The reactants are: [S:1]1[CH:5]=[CH:4][CH:3]=[C:2]1[CH:6]=O.[CH3:8][O:9][CH2:10][CH2:11][NH2:12].[C:13]1(=[O:24])[O:19][C:17](=O)[C:16]2=[CH:20][CH:21]=[CH:22][CH:23]=[C:15]2[CH2:14]1.[CH2:25]1[C:33]2[C:28](=[CH:29][C:30]([NH2:34])=[CH:31][CH:32]=2)[CH2:27][O:26]1. (6) Given the product [OH:44][C@H:43]([C:45]1[C:73]([F:74])=[CH:72][C:48]2[N:49]([CH2:64][O:65][CH2:66][CH2:67][Si:68]([CH3:71])([CH3:70])[CH3:69])[C:50]([C@@H:52]3[CH2:56][CH2:55][CH2:54][N:53]3[C:57]([O:59][C:60]([CH3:61])([CH3:62])[CH3:63])=[O:58])=[N:51][C:47]=2[CH:46]=1)[CH2:42][CH2:41][C@@H:40]([C:75]1[C:103]([F:104])=[CH:102][C:78]2[N:79]([CH2:94][O:95][CH2:96][CH2:97][Si:98]([CH3:99])([CH3:100])[CH3:101])[C:80]([C@@H:82]3[CH2:86][CH2:85][CH2:84][N:83]3[C:87]([O:89][C:90]([CH3:91])([CH3:92])[CH3:93])=[O:88])=[N:81][C:77]=2[CH:76]=1)[OH:39], predict the reactants needed to synthesize it. The reactants are: C1(C(C2C=CC=CC=2)([C@H]2CCCN2)O)C=CC=CC=1.COB(OC)OC.B.C(N(CC)C1C=CC=CC=1)C.[O:39]=[C:40]([C:75]1[C:103]([F:104])=[CH:102][C:78]2[N:79]([CH2:94][O:95][CH2:96][CH2:97][Si:98]([CH3:101])([CH3:100])[CH3:99])[C:80]([C@@H:82]3[CH2:86][CH2:85][CH2:84][N:83]3[C:87]([O:89][C:90]([CH3:93])([CH3:92])[CH3:91])=[O:88])=[N:81][C:77]=2[CH:76]=1)[CH2:41][CH2:42][C:43]([C:45]1[C:73]([F:74])=[CH:72][C:48]2[N:49]([CH2:64][O:65][CH2:66][CH2:67][Si:68]([CH3:71])([CH3:70])[CH3:69])[C:50]([C@@H:52]3[CH2:56][CH2:55][CH2:54][N:53]3[C:57]([O:59][C:60]([CH3:63])([CH3:62])[CH3:61])=[O:58])=[N:51][C:47]=2[CH:46]=1)=[O:44].CO.Cl. (7) Given the product [CH2:1]([O:8][C:9]([NH:11][CH2:12][CH2:13][CH2:14][CH2:15][CH2:16][C:17]([O:19][C:24]([CH3:27])([CH3:26])[CH3:25])=[O:18])=[O:10])[C:2]1[CH:3]=[CH:4][CH:5]=[CH:6][CH:7]=1, predict the reactants needed to synthesize it. The reactants are: [CH2:1]([O:8][C:9]([NH:11][CH2:12][CH2:13][CH2:14][CH2:15][CH2:16][C:17]([OH:19])=[O:18])=[O:10])[C:2]1[CH:7]=[CH:6][CH:5]=[CH:4][CH:3]=1.ClC(Cl)(Cl)C(=N)O[C:24]([CH3:27])([CH3:26])[CH3:25].FC(F)(F)S(O)(=O)=O.